Dataset: Full USPTO retrosynthesis dataset with 1.9M reactions from patents (1976-2016). Task: Predict the reactants needed to synthesize the given product. (1) Given the product [CH3:21][C:4]([CH3:22])([CH2:5][CH:6]1[CH2:7][CH2:8][N:9]([C:12]2[CH:17]=[CH:16][C:15]([N+:18]([O-:20])=[O:19])=[CH:14][N:13]=2)[CH2:10][CH2:11]1)[C:3]([OH:23])=[O:2], predict the reactants needed to synthesize it. The reactants are: C[O:2][C:3](=[O:23])[C:4]([CH3:22])([CH3:21])[CH2:5][CH:6]1[CH2:11][CH2:10][N:9]([C:12]2[CH:17]=[CH:16][C:15]([N+:18]([O-:20])=[O:19])=[CH:14][N:13]=2)[CH2:8][CH2:7]1.CO.[OH-].[Na+]. (2) Given the product [F:1][C:2]1[CH:35]=[CH:34][C:33]([F:36])=[CH:32][C:3]=1[CH2:4][N:5]([CH:29]([CH3:31])[CH3:30])[C:6]([NH:8][C:9]1[CH:14]=[CH:13][C:12]([S:15]([N:18]2[CH2:19][CH2:20][CH:21]([CH:24]=[O:25])[CH2:22][CH2:23]2)(=[O:17])=[O:16])=[CH:11][CH:10]=1)=[O:7], predict the reactants needed to synthesize it. The reactants are: [F:1][C:2]1[CH:35]=[CH:34][C:33]([F:36])=[CH:32][C:3]=1[CH2:4][N:5]([CH:29]([CH3:31])[CH3:30])[C:6]([NH:8][C:9]1[CH:14]=[CH:13][C:12]([S:15]([N:18]2[CH2:23][CH2:22][CH:21]([CH:24](OC)[O:25]C)[CH2:20][CH2:19]2)(=[O:17])=[O:16])=[CH:11][CH:10]=1)=[O:7].[I-].[Na+].ClC([SiH3])(Cl)Cl. (3) Given the product [CH2:29]([O:9][C:10](=[O:11])[CH:12]=[C:16]1[CH2:21][CH2:20][N:19]([C:22]([O:24][C:25]([CH3:28])([CH3:27])[CH3:26])=[O:23])[CH2:18][CH2:17]1)[CH3:30], predict the reactants needed to synthesize it. The reactants are: CCOP([O:9][C:10]([CH3:12])=[O:11])(OCC)=O.[H-].[Na+].O=[C:16]1[CH2:21][CH2:20][N:19]([C:22]([O:24][C:25]([CH3:28])([CH3:27])[CH3:26])=[O:23])[CH2:18][CH2:17]1.[CH2:29]1COC[CH2:30]1. (4) Given the product [NH2:1][C:2]1[CH:15]=[CH:14][C:5]([O:6][C:7]2[CH:12]=[CH:11][N:10]=[C:9]([NH:13][C:20]([N:19]3[CH2:22][CH2:23][CH2:18][CH2:17]3)=[O:26])[CH:8]=2)=[CH:4][C:3]=1[F:16], predict the reactants needed to synthesize it. The reactants are: [NH2:1][C:2]1[CH:15]=[CH:14][C:5]([O:6][C:7]2[CH:12]=[CH:11][N:10]=[C:9]([NH2:13])[CH:8]=2)=[CH:4][C:3]=1[F:16].[CH2:17]([N:19]([CH2:22][CH3:23])[CH2:20]C)[CH3:18].ClC(OC1C=CC=CC=1)=[O:26].N1CCCC1. (5) The reactants are: [NH2:1][C:2]1[CH:3]=[CH:4][CH:5]=[C:6]2[C:10]=1[NH:9][C:8]([C:11]([O:13][CH2:14][CH3:15])=[O:12])=[CH:7]2.[Cl:16]N1C(=O)CCC1=O.CN(C)C=O. Given the product [NH2:1][C:2]1[C:3]([Cl:16])=[CH:4][CH:5]=[C:6]2[C:10]=1[NH:9][C:8]([C:11]([O:13][CH2:14][CH3:15])=[O:12])=[CH:7]2, predict the reactants needed to synthesize it. (6) Given the product [CH2:1]([O:3][C:4](=[O:30])[C:5]([NH:19][C:20]([O:22][C:23]([CH3:25])([CH3:26])[CH3:24])=[O:21])([CH2:27][CH:28]=[O:31])[CH2:6][CH2:7][CH2:8][CH2:9][B:10]1[O:11][C:12]([CH3:17])([CH3:18])[C:13]([CH3:15])([CH3:16])[O:14]1)[CH3:2], predict the reactants needed to synthesize it. The reactants are: [CH2:1]([O:3][C:4](=[O:30])[C:5]([CH2:27][CH:28]=C)([NH:19][C:20]([O:22][C:23]([CH3:26])([CH3:25])[CH3:24])=[O:21])[CH2:6][CH2:7][CH2:8][CH2:9][B:10]1[O:14][C:13]([CH3:16])([CH3:15])[C:12]([CH3:18])([CH3:17])[O:11]1)[CH3:2].[O:31]=[O+][O-].C1(P(C2C=CC=CC=2)C2C=CC=CC=2)C=CC=CC=1. (7) Given the product [F:37][C:35]1[CH:34]=[CH:33][C:32]([N:38]2[N:42]=[CH:41][CH:40]=[N:39]2)=[C:31]([C@H:29]([O:28][C:3]2[CH:4]=[C:5]([C:8]3[CH:9]=[N:10][C:11]([O:14][CH:15]4[CH2:16][CH2:17][NH:18][CH2:19][CH2:20]4)=[CH:12][CH:13]=3)[CH:6]=[N:7][C:2]=2[NH2:1])[CH3:30])[CH:36]=1, predict the reactants needed to synthesize it. The reactants are: [NH2:1][C:2]1[N:7]=[CH:6][C:5]([C:8]2[CH:9]=[N:10][C:11]([O:14][CH:15]3[CH2:20][CH2:19][N:18](C(OC(C)(C)C)=O)[CH2:17][CH2:16]3)=[CH:12][CH:13]=2)=[CH:4][C:3]=1[O:28][C@@H:29]([C:31]1[CH:36]=[C:35]([F:37])[CH:34]=[CH:33][C:32]=1[N:38]1[N:42]=[CH:41][CH:40]=[N:39]1)[CH3:30].Cl. (8) The reactants are: [O:1]1[CH:5]=[CH:4][C:3](B(O)O)=[CH:2]1.[F-].[Cs+].Cl[C:12]1[CH:20]=[C:19]2[C:15]([C:16]([NH:29][C:30](=[O:34])[CH2:31][CH2:32][CH3:33])=[N:17][N:18]2[CH2:21][O:22][CH2:23][CH2:24][Si:25]([CH3:28])([CH3:27])[CH3:26])=[CH:14][CH:13]=1. Given the product [O:1]1[CH:5]=[CH:4][C:3]([C:12]2[CH:20]=[C:19]3[C:15]([C:16]([NH:29][C:30](=[O:34])[CH2:31][CH2:32][CH3:33])=[N:17][N:18]3[CH2:21][O:22][CH2:23][CH2:24][Si:25]([CH3:28])([CH3:26])[CH3:27])=[CH:14][CH:13]=2)=[CH:2]1, predict the reactants needed to synthesize it.